This data is from Reaction yield outcomes from USPTO patents with 853,638 reactions. The task is: Predict the reaction yield, written as a fraction of the theoretical maximum amount of product (1.0 means a 100% yield; for example, 0.34 means a 34% yield). (1) The reactants are [F:1][C:2]1[CH:7]=[CH:6][C:5]([N+:8]([O-:10])=[O:9])=[CH:4][C:3]=1B(O)O.Cl[N:15]1[CH:24]=[CH:23][C:22]2[C:17](=[CH:18][CH:19]=[CH:20][CH:21]=2)[CH2:16]1.[Li+].[OH-].C1(C)C=CC=CC=1. The catalyst is C1C=CC([P]([Pd]([P](C2C=CC=CC=2)(C2C=CC=CC=2)C2C=CC=CC=2)([P](C2C=CC=CC=2)(C2C=CC=CC=2)C2C=CC=CC=2)[P](C2C=CC=CC=2)(C2C=CC=CC=2)C2C=CC=CC=2)(C2C=CC=CC=2)C2C=CC=CC=2)=CC=1.C(O)C. The product is [F:1][C:2]1[CH:7]=[CH:6][C:5]([N+:8]([O-:10])=[O:9])=[CH:4][C:3]=1[C:16]1[C:17]2[C:22](=[CH:21][CH:20]=[CH:19][CH:18]=2)[CH:23]=[CH:24][N:15]=1. The yield is 0.275. (2) The reactants are C(N(C(C)C)CC)(C)C.[Br:10][C:11]1[CH:16]=[C:15]([C:17]([O-:19])=O)[CH:14]=[CH:13][C:12]=1[C:20]([O:22][CH3:23])=[O:21].CN(C(ON1N=NC2C=CC=CC1=2)=[N+](C)C)C.F[P-](F)(F)(F)(F)F.Cl.[OH:49][C:50]1[CH:51]=[C:52]([CH2:56][NH2:57])[CH:53]=[CH:54][CH:55]=1.C1C=CC2N(O)N=NC=2C=1. The catalyst is CN(C)C=O. The product is [Br:10][C:11]1[CH:16]=[C:15]([C:17]([NH:57][CH2:56][C:52]2[CH:53]=[CH:54][CH:55]=[C:50]([OH:49])[CH:51]=2)=[O:19])[CH:14]=[CH:13][C:12]=1[C:20]([O:22][CH3:23])=[O:21]. The yield is 0.730. (3) The reactants are Cl[C:2]1[CH:7]=[CH:6][N:5]=[C:4]2[CH:8]=[C:9]([C:11]3[N:15]([CH2:16][CH3:17])[CH:14]=[N:13][CH:12]=3)[S:10][C:3]=12.[F:18][C:19]1[CH:24]=[C:23]([N+:25]([O-:27])=[O:26])[CH:22]=[CH:21][C:20]=1[OH:28].C(=O)([O-])[O-].[K+].[K+].CO.C(Cl)Cl. The catalyst is O(C1C=CC=CC=1)C1C=CC=CC=1. The product is [CH2:16]([N:15]1[C:11]([C:9]2[S:10][C:3]3[C:4](=[N:5][CH:6]=[CH:7][C:2]=3[O:28][C:20]3[CH:21]=[CH:22][C:23]([N+:25]([O-:27])=[O:26])=[CH:24][C:19]=3[F:18])[CH:8]=2)=[CH:12][N:13]=[CH:14]1)[CH3:17]. The yield is 0.520.